Task: Binary Classification. Given a T-cell receptor sequence (or CDR3 region) and an epitope sequence, predict whether binding occurs between them.. Dataset: TCR-epitope binding with 47,182 pairs between 192 epitopes and 23,139 TCRs The epitope is GTSGSPIINR. The TCR CDR3 sequence is CASSLGGGLQETQYF. Result: 1 (the TCR binds to the epitope).